From a dataset of Peptide-MHC class I binding affinity with 185,985 pairs from IEDB/IMGT. Regression. Given a peptide amino acid sequence and an MHC pseudo amino acid sequence, predict their binding affinity value. This is MHC class I binding data. (1) The MHC is HLA-B07:02 with pseudo-sequence HLA-B07:02. The binding affinity (normalized) is 0.0847. The peptide sequence is GTDSGFAAY. (2) The peptide sequence is SPLFLIVAA. The MHC is HLA-B07:02 with pseudo-sequence HLA-B07:02. The binding affinity (normalized) is 0.429. (3) The peptide sequence is FGGVPREVL. The MHC is HLA-B39:01 with pseudo-sequence HLA-B39:01. The binding affinity (normalized) is 0.0847.